This data is from Catalyst prediction with 721,799 reactions and 888 catalyst types from USPTO. The task is: Predict which catalyst facilitates the given reaction. (1) Reactant: [Br:1][C:2]1[CH:3]=[C:4]([C:17]([O:19][CH3:20])=[O:18])[C:5]2[C:6]([CH:15]=O)=[CH:7][N:8]([CH:11]([CH2:13][CH3:14])[CH3:12])[C:9]=2[CH:10]=1.O.C1(C)C=CC(S(O)(=O)=O)=CC=1.S1(CCCC1)(=O)=O.C([BH3-])#N.[Na+]. Product: [Br:1][C:2]1[CH:3]=[C:4]([C:17]([O:19][CH3:20])=[O:18])[C:5]2[C:6]([CH3:15])=[CH:7][N:8]([CH:11]([CH2:13][CH3:14])[CH3:12])[C:9]=2[CH:10]=1. The catalyst class is: 18. (2) Reactant: [C:1]([O:5][C:6](=[O:28])[N:7]([CH2:18][C@@H:19]1[CH2:24][N:23]2[CH2:25][CH2:26][CH2:27][C@@H:22]2[CH2:21][NH:20]1)[C@H:8]1[C:17]2[C:12](=[CH:13][CH:14]=[CH:15][CH:16]=2)[CH2:11][CH2:10][CH2:9]1)([CH3:4])([CH3:3])[CH3:2].[C:29]([O:33][C:34]([N:36]([CH3:52])[C@H:37]([C:39]([NH:41][C@@H:42]([CH:46]1[CH2:51][CH2:50][CH2:49][CH2:48][CH2:47]1)[C:43](O)=[O:44])=[O:40])[CH3:38])=[O:35])([CH3:32])([CH3:31])[CH3:30].[Cl-].COC1N=C(OC)N=C([N+]2(C)CCOCC2)N=1. Product: [C:1]([O:5][C:6](=[O:28])[N:7]([CH2:18][C@@H:19]1[CH2:24][N:23]2[CH2:25][CH2:26][CH2:27][C@@H:22]2[CH2:21][N:20]1[C:43](=[O:44])[C@@H:42]([NH:41][C:39](=[O:40])[C@@H:37]([N:36]([C:34]([O:33][C:29]([CH3:31])([CH3:30])[CH3:32])=[O:35])[CH3:52])[CH3:38])[CH:46]1[CH2:47][CH2:48][CH2:49][CH2:50][CH2:51]1)[C@H:8]1[C:17]2[C:12](=[CH:13][CH:14]=[CH:15][CH:16]=2)[CH2:11][CH2:10][CH2:9]1)([CH3:4])([CH3:2])[CH3:3]. The catalyst class is: 253. (3) Reactant: [Cl:1][C:2]([Cl:24])([Cl:23])[C:3]([N:5]1[CH2:10][CH2:9][N:8]([C:11]2[CH:20]=[CH:19][C:18]3[C:13](=[CH:14][CH:15]=[CH:16][CH:17]=3)[C:12]=2[O:21][CH3:22])[CH2:7][CH2:6]1)=[O:4].[Cl:25][S:26](O)(=[O:28])=[O:27].P(Cl)(Cl)(Cl)(Cl)Cl. Product: [CH3:22][O:21][C:12]1[C:13]2[C:18](=[CH:17][CH:16]=[CH:15][CH:14]=2)[C:19]([S:26]([Cl:25])(=[O:28])=[O:27])=[CH:20][C:11]=1[N:8]1[CH2:7][CH2:6][N:5]([C:3](=[O:4])[C:2]([Cl:1])([Cl:23])[Cl:24])[CH2:10][CH2:9]1. The catalyst class is: 4.